From a dataset of Full USPTO retrosynthesis dataset with 1.9M reactions from patents (1976-2016). Predict the reactants needed to synthesize the given product. (1) Given the product [C:1]([C@H:5]1[CH2:10][CH2:9][C@H:8]([O:11][C:12]2[C:13]([C:29]3[CH:34]=[CH:33][C:32]([S:41]([CH3:40])(=[O:43])=[O:42])=[CH:31][CH:30]=3)=[C:14]3[C:19](=[CH:20][CH:21]=2)[CH:18]=[C:17]([C@:22]2([CH3:28])[CH2:26][O:25][C:24](=[O:27])[NH:23]2)[CH:16]=[CH:15]3)[CH2:7][CH2:6]1)([CH3:4])([CH3:3])[CH3:2], predict the reactants needed to synthesize it. The reactants are: [C:1]([C@H:5]1[CH2:10][CH2:9][C@H:8]([O:11][C:12]2[C:13]([C:29]3[CH:34]=[CH:33][C:32](OC(F)(F)F)=[CH:31][CH:30]=3)=[C:14]3[C:19](=[CH:20][CH:21]=2)[CH:18]=[C:17]([C@:22]2([CH3:28])[CH2:26][O:25][C:24](=[O:27])[NH:23]2)[CH:16]=[CH:15]3)[CH2:7][CH2:6]1)([CH3:4])([CH3:3])[CH3:2].[CH3:40][S:41](C1C=CC(B(O)O)=CC=1)(=[O:43])=[O:42]. (2) Given the product [S:19]1[CH:20]=[CH:21][C:17]([C:8](=[O:10])[CH2:7][CH2:6][C:5]([O:4][CH2:2][CH3:3])=[O:11])=[CH:18]1, predict the reactants needed to synthesize it. The reactants are: [Cl-].[CH2:2]([O:4][C:5](=[O:11])[CH2:6][CH2:7][C:8]([OH:10])=O)[CH3:3].C([Sn](CCCC)(CCCC)[C:17]1[CH:21]=[CH:20][S:19][CH:18]=1)CCC.C(=O)([O-])O.[Na+]. (3) Given the product [CH2:1]([O:8][C:9]1[CH:17]=[CH:16][C:12]([C:13]([O:15][C:25]2[CH:32]=[CH:31][C:28]([CH:29]=[O:30])=[CH:27][CH:26]=2)=[O:14])=[CH:11][CH:10]=1)[CH2:2][CH2:3][CH2:4][CH2:5][CH2:6][CH3:7], predict the reactants needed to synthesize it. The reactants are: [CH2:1]([O:8][C:9]1[CH:17]=[CH:16][C:12]([C:13]([OH:15])=[O:14])=[CH:11][CH:10]=1)[CH2:2][CH2:3][CH2:4][CH2:5][CH2:6][CH3:7].C(Cl)(=O)C(Cl)=O.O[C:25]1[CH:32]=[CH:31][C:28]([CH:29]=[O:30])=[CH:27][CH:26]=1. (4) Given the product [C:1]([C:5]1[CH:6]=[C:7]([NH:18][C:19](=[O:49])[NH:20][CH2:21][C:22]2[CH:48]=[CH:47][CH:46]=[CH:45][C:23]=2[CH2:24][O:25][C:26]2[CH:31]=[C:30]([CH3:32])[N:29]([C:33]3[CH:34]=[C:35]([CH:39]=[CH:40][C:41]=3[CH3:42])[C:36]([NH:50][CH2:51][C:52](=[O:53])[NH:54][CH3:55])=[O:37])[C:28](=[O:43])[C:27]=2[Cl:44])[N:8]([C:10]2[CH:15]=[CH:14][C:13]([Cl:16])=[C:12]([OH:17])[CH:11]=2)[N:9]=1)([CH3:3])([CH3:4])[CH3:2], predict the reactants needed to synthesize it. The reactants are: [C:1]([C:5]1[CH:6]=[C:7]([NH:18][C:19](=[O:49])[NH:20][CH2:21][C:22]2[CH:48]=[CH:47][CH:46]=[CH:45][C:23]=2[CH2:24][O:25][C:26]2[CH:31]=[C:30]([CH3:32])[N:29]([C:33]3[CH:34]=[C:35]([CH:39]=[CH:40][C:41]=3[CH3:42])[C:36](O)=[O:37])[C:28](=[O:43])[C:27]=2[Cl:44])[N:8]([C:10]2[CH:15]=[CH:14][C:13]([Cl:16])=[C:12]([OH:17])[CH:11]=2)[N:9]=1)([CH3:4])([CH3:3])[CH3:2].[NH2:50][CH2:51][C:52]([NH:54][CH3:55])=[O:53].C1N=CN(C(N2C=NC=C2)=O)C=1. (5) Given the product [C:1]([C:5]1[CH:6]=[C:7]([CH:17]=[CH:18][CH:19]=1)[C:8]([OH:22])=[O:20])([CH3:4])([CH3:3])[CH3:2], predict the reactants needed to synthesize it. The reactants are: [C:1]([C:5]1[CH:6]=[C:7]([CH:17]=[CH:18][CH:19]=1)[CH2:8]C1C=CC=CC=1C#N)([CH3:4])([CH3:3])[CH3:2].[OH-:20].[Na+].[OH2:22]. (6) Given the product [Br:1][C:2]1[CH:7]=[C:6]([CH3:8])[C:5]([N:9]2[C:13]3[N:14]=[C:15]([CH3:28])[N:16]=[C:17]([N:18]4[CH2:23][CH2:22][CH:21]([CH2:24][CH2:25][C:26]([NH2:27])=[O:32])[CH2:20][CH2:19]4)[C:12]=3[C:11]([CH3:29])=[C:10]2[CH3:30])=[C:4]([CH3:31])[CH:3]=1, predict the reactants needed to synthesize it. The reactants are: [Br:1][C:2]1[CH:7]=[C:6]([CH3:8])[C:5]([N:9]2[C:13]3[N:14]=[C:15]([CH3:28])[N:16]=[C:17]([N:18]4[CH2:23][CH2:22][CH:21]([CH2:24][CH2:25][C:26]#[N:27])[CH2:20][CH2:19]4)[C:12]=3[C:11]([CH3:29])=[C:10]2[CH3:30])=[C:4]([CH3:31])[CH:3]=1.[OH:32]S(O)(=O)=O.[OH-].[Na+]. (7) Given the product [CH3:25][O:24][C:7]1[CH:6]=[CH:5][C:4]2[N:3]=[C:2]([NH:26][C:27]3[CH:32]=[CH:31][C:30]([C:33]([N:35]4[CH2:36][CH2:37][CH2:38][CH2:39]4)=[O:34])=[CH:29][CH:28]=3)[C:11]3=[N:12][NH:13][CH:14]=[C:10]3[C:9]=2[CH:8]=1, predict the reactants needed to synthesize it. The reactants are: Cl[C:2]1[C:11]2=[N:12][N:13](CC3C=CC(OC)=CC=3)[CH:14]=[C:10]2[C:9]2[CH:8]=[C:7]([O:24][CH3:25])[CH:6]=[CH:5][C:4]=2[N:3]=1.[NH2:26][C:27]1[CH:32]=[CH:31][C:30]([C:33]([N:35]2[CH2:39][CH2:38][CH2:37][CH2:36]2)=[O:34])=[CH:29][CH:28]=1.Cl. (8) Given the product [CH3:1][N:2]1[CH2:9][C@@H:8]2[C@@H:4]([N:5]([C:10]3[CH:15]=[CH:14][C:13]([CH2:16][NH:17][C:19]4[CH:20]=[C:21]([CH:24]=[CH:25][CH:26]=4)[C:22]#[N:23])=[CH:12][CH:11]=3)[CH2:6][CH2:7]2)[CH2:3]1, predict the reactants needed to synthesize it. The reactants are: [CH3:1][N:2]1[CH2:9][C@@H:8]2[C@@H:4]([N:5]([C:10]3[CH:15]=[CH:14][C:13]([CH2:16][NH2:17])=[CH:12][CH:11]=3)[CH2:6][CH2:7]2)[CH2:3]1.Br[C:19]1[CH:20]=[C:21]([CH:24]=[CH:25][CH:26]=1)[C:22]#[N:23].C1(P(C2C=CC=CC=2)C2C=CC3C(=CC=CC=3)C=2C2C3C(=CC=CC=3)C=CC=2P(C2C=CC=CC=2)C2C=CC=CC=2)C=CC=CC=1.C(=O)([O-])[O-].[Cs+].[Cs+]. (9) Given the product [CH3:12][O:11][C:9]([C:2]1[S:1][C:5]([C:6](=[O:8])[NH:43][CH:41]([C:37]2[S:36][CH:40]=[CH:39][CH:38]=2)[CH3:42])=[CH:4][CH:3]=1)=[O:10], predict the reactants needed to synthesize it. The reactants are: [S:1]1[C:5]([C:6]([O-:8])=O)=[CH:4][CH:3]=[C:2]1[C:9]([O:11][CH3:12])=[O:10].O.ON1C2C=CC=CC=2N=N1.Cl.CN(C)CCCN=C=NCC.[S:36]1[CH:40]=[CH:39][CH:38]=[C:37]1[CH:41]([NH2:43])[CH3:42]. (10) Given the product [C:33]([N:8]([CH2:9][CH2:10][C:11]1[CH:12]=[CH:13][C:14]([C:15]([O:17][CH3:18])=[O:16])=[CH:19][CH:20]=1)[CH2:7][C:2]1[CH:3]=[CH:4][CH:5]=[CH:6][N:1]=1)([O:32][C:28]([CH3:31])([CH3:30])[CH3:29])=[O:34], predict the reactants needed to synthesize it. The reactants are: [N:1]1[CH:6]=[CH:5][CH:4]=[CH:3][C:2]=1[CH2:7][NH:8][CH2:9][CH2:10][C:11]1[CH:20]=[CH:19][C:14]([C:15]([O:17][CH3:18])=[O:16])=[CH:13][CH:12]=1.C(N(CC)CC)C.[C:28]([O:32][C:33](O[C:33]([O:32][C:28]([CH3:31])([CH3:30])[CH3:29])=[O:34])=[O:34])([CH3:31])([CH3:30])[CH3:29].